This data is from Catalyst prediction with 721,799 reactions and 888 catalyst types from USPTO. The task is: Predict which catalyst facilitates the given reaction. (1) Reactant: Cl[C:2]1[C:11]2[C:6](=[C:7]([F:15])[CH:8]=[C:9]([S:12][CH2:13][CH3:14])[CH:10]=2)[N:5]=[N:4][C:3]=1[C:16]([NH2:18])=[O:17].Cl.Cl.[NH2:21][C:22]1[CH:23]=[N:24][CH:25]=[C:26]([F:28])[CH:27]=1. Product: [CH2:13]([S:12][C:9]1[CH:10]=[C:11]2[C:6](=[C:7]([F:15])[CH:8]=1)[N:5]=[N:4][C:3]([C:16]([NH2:18])=[O:17])=[C:2]2[NH:21][C:22]1[CH:23]=[N:24][CH:25]=[C:26]([F:28])[CH:27]=1)[CH3:14]. The catalyst class is: 10. (2) The catalyst class is: 75. Product: [NH2:1][C:2]1[C:3]([C:9]([O:11][CH3:12])=[O:10])=[N:4][C:5]([B:13]2[O:17][C:16]([CH3:19])([CH3:18])[C:15]([CH3:21])([CH3:20])[O:14]2)=[CH:6][N:7]=1. Reactant: [NH2:1][C:2]1[C:3]([C:9]([O:11][CH3:12])=[O:10])=[N:4][C:5](Br)=[CH:6][N:7]=1.[B:13]1([B:13]2[O:17][C:16]([CH3:19])([CH3:18])[C:15]([CH3:21])([CH3:20])[O:14]2)[O:17][C:16]([CH3:19])([CH3:18])[C:15]([CH3:21])([CH3:20])[O:14]1.CC([O-])=O.[K+].